Dataset: Reaction yield outcomes from USPTO patents with 853,638 reactions. Task: Predict the reaction yield, written as a fraction of the theoretical maximum amount of product (1.0 means a 100% yield; for example, 0.34 means a 34% yield). The reactants are Cl[C:2]1[C:7]([O:8][C:9]2[CH:16]=[CH:15][CH:14]=[CH:13][C:10]=2[C:11]#[N:12])=[CH:6][CH:5]=[CH:4][N:3]=1.[CH3:17][C:18]1[N:19]=[C:20]([NH2:23])[S:21][CH:22]=1.P([O-])([O-])([O-])=O.[K+].[K+].[K+]. The catalyst is C1C=CC(/C=C/C(/C=C/C2C=CC=CC=2)=O)=CC=1.C1C=CC(/C=C/C(/C=C/C2C=CC=CC=2)=O)=CC=1.C1C=CC(/C=C/C(/C=C/C2C=CC=CC=2)=O)=CC=1.[Pd].[Pd].C1(P(C2C=CC=CC=2)C2C3OC4C(=CC=CC=4P(C4C=CC=CC=4)C4C=CC=CC=4)C(C)(C)C=3C=CC=2)C=CC=CC=1.C1(C)C=CC=CC=1. The product is [CH3:17][C:18]1[N:19]=[C:20]([NH:23][C:2]2[C:7]([O:8][C:9]3[CH:16]=[CH:15][CH:14]=[CH:13][C:10]=3[C:11]#[N:12])=[CH:6][CH:5]=[CH:4][N:3]=2)[S:21][CH:22]=1. The yield is 0.466.